This data is from Full USPTO retrosynthesis dataset with 1.9M reactions from patents (1976-2016). The task is: Predict the reactants needed to synthesize the given product. (1) Given the product [CH2:27]([C:24]1[CH:23]=[CH:22][C:21]([C:20]2[C:13]3[C:12]([O:9][CH:5]4[CH2:6][CH2:7][CH2:8][CH:3]([OH:10])[CH2:4]4)=[N:17][CH:16]=[N:15][C:14]=3[O:18][C:19]=2[C:29]2[CH:34]=[CH:33][CH:32]=[CH:31][C:30]=2[F:35])=[CH:26][CH:25]=1)[CH3:28], predict the reactants needed to synthesize it. The reactants are: [OH-].[Na+].[CH:3]1([OH:10])[CH2:8][CH2:7][CH2:6][CH:5]([OH:9])[CH2:4]1.Cl[C:12]1[C:13]2[C:20]([C:21]3[CH:26]=[CH:25][C:24]([CH2:27][CH3:28])=[CH:23][CH:22]=3)=[C:19]([C:29]3[CH:34]=[CH:33][CH:32]=[CH:31][C:30]=3[F:35])[O:18][C:14]=2[N:15]=[CH:16][N:17]=1.Cl. (2) The reactants are: C(OC(=O)C)(=O)C.O[CH:9]([C:16]1[CH:21]=[CH:20][CH:19]=[CH:18][N:17]=1)[C:10](=[CH2:15])[C:11]([O:13][CH3:14])=[O:12]. Given the product [CH:9]1[C:10]([C:11]([O:13][CH3:14])=[O:12])=[CH:15][N:17]2[C:16]=1[CH:21]=[CH:20][CH:19]=[CH:18]2, predict the reactants needed to synthesize it. (3) Given the product [NH:8]1[C:12]2[C:13](=[O:22])[C:14]3[CH:15]=[N:16][N:17]=[CH:18][C:19]=3[C:20](=[O:21])[C:11]=2[N:10]=[N:9]1, predict the reactants needed to synthesize it. The reactants are: COC1C=CC(C[N:8]2[C:12]3[C:13](=[O:22])[C:14]4[CH:15]=[N:16][N:17]=[CH:18][C:19]=4[C:20](=[O:21])[C:11]=3[N:10]=[N:9]2)=CC=1.[OH-].[Na+].